From a dataset of Full USPTO retrosynthesis dataset with 1.9M reactions from patents (1976-2016). Predict the reactants needed to synthesize the given product. (1) Given the product [CH:24]1([C:30]2[CH:31]=[CH:32][C:33]([NH:34][C:1]([C:4]34[CH2:11][CH2:10][C:7]([NH:12][CH2:13][C:14]([N:16]5[CH2:20][C@@H:19]([F:21])[CH2:18][C@H:17]5[C:22]#[N:23])=[O:15])([CH2:8][CH2:9]3)[CH2:6][CH2:5]4)=[O:2])=[CH:35][CH:36]=2)[CH2:25][CH2:26][CH2:27][CH2:28][CH2:29]1, predict the reactants needed to synthesize it. The reactants are: [C:1]([C:4]12[CH2:11][CH2:10][C:7]([NH:12][CH2:13][C:14]([N:16]3[CH2:20][C@@H:19]([F:21])[CH2:18][C@H:17]3[C:22]#[N:23])=[O:15])([CH2:8][CH2:9]1)[CH2:6][CH2:5]2)(O)=[O:2].[CH:24]1([C:30]2[CH:36]=[CH:35][C:33]([NH2:34])=[CH:32][CH:31]=2)[CH2:29][CH2:28][CH2:27][CH2:26][CH2:25]1. (2) Given the product [N:21]1[CH:22]=[CH:23][CH:24]=[CH:25][C:20]=1[C:2]1[O:6][C:5]([C:7]2[CH:8]=[C:9]([CH:12]=[CH:13][CH:14]=2)[C:10]#[N:11])=[CH:4][CH:3]=1, predict the reactants needed to synthesize it. The reactants are: Br[C:2]1[O:6][C:5]([C:7]2[CH:8]=[C:9]([CH:12]=[CH:13][CH:14]=2)[C:10]#[N:11])=[CH:4][CH:3]=1.C([Sn](CCCC)(CCCC)[C:20]1[CH:25]=[CH:24][CH:23]=[CH:22][N:21]=1)CCC. (3) The reactants are: [CH2:1]([C:3]1[N:8]=[C:7]([NH:9][C:10]2[CH:11]=[N:12][CH:13]=[CH:14][CH:15]=2)[CH:6]=[C:5]([C:16]2[CH:21]=[CH:20][CH:19]=[C:18]([O:22][CH3:23])[CH:17]=2)[N:4]=1)[CH3:2].C([O-])(=O)C.[Na+].[Br:29]Br. Given the product [Br:29][CH2:2][CH2:1][C:3]1[N:8]=[C:7]([NH:9][C:10]2[CH:11]=[N:12][CH:13]=[CH:14][CH:15]=2)[CH:6]=[C:5]([C:16]2[CH:21]=[CH:20][CH:19]=[C:18]([O:22][CH3:23])[CH:17]=2)[N:4]=1, predict the reactants needed to synthesize it. (4) Given the product [Cl:22][C:17]1[CH:16]=[C:15]([C:6]2[C:5]([C:3]([OH:4])=[O:2])=[C:10]([CH2:11][CH3:12])[N:9]=[C:8]([S:13][CH3:14])[N:7]=2)[CH:20]=[C:19]([Cl:21])[CH:18]=1, predict the reactants needed to synthesize it. The reactants are: C[O:2][C:3]([C:5]1[C:6]([C:15]2[CH:20]=[C:19]([Cl:21])[CH:18]=[C:17]([Cl:22])[CH:16]=2)=[N:7][C:8]([S:13][CH3:14])=[N:9][C:10]=1[CH2:11][CH3:12])=[O:4].O.[OH-].[Li+]. (5) Given the product [CH3:10][NH:9][C:7]1[CH:6]=[CH:5][CH:4]=[C:3]([CH2:2][CH2:23][C:13]2[N:12]([CH3:11])[CH:16]=[C:15]([C:17]3[CH:18]=[CH:19][CH:20]=[CH:21][CH:22]=3)[N:14]=2)[N:8]=1, predict the reactants needed to synthesize it. The reactants are: Cl[CH2:2][C:3]1[N:8]=[C:7]([NH:9][CH3:10])[CH:6]=[CH:5][CH:4]=1.[CH3:11][N:12]1[CH:16]=[C:15]([C:17]2[CH:22]=[CH:21][CH:20]=[CH:19][CH:18]=2)[N:14]=[C:13]1[CH:23]=O. (6) Given the product [Br:1][C:2]1[N:7]2[CH:8]=[CH:9][N:10]=[C:6]2[C:5]([NH:26][C:15]2[CH:16]=[CH:17][C:18]([N:19]3[CH2:24][CH2:23][N:22]([CH3:25])[CH2:21][CH2:20]3)=[C:13]([F:12])[CH:14]=2)=[N:4][CH:3]=1, predict the reactants needed to synthesize it. The reactants are: [Br:1][C:2]1[N:7]2[CH:8]=[CH:9][N:10]=[C:6]2[C:5](Br)=[N:4][CH:3]=1.[F:12][C:13]1[CH:14]=[C:15]([NH2:26])[CH:16]=[CH:17][C:18]=1[N:19]1[CH2:24][CH2:23][N:22]([CH3:25])[CH2:21][CH2:20]1.CCN(C(C)C)C(C)C. (7) Given the product [Br:23][C:20]1[CH:21]=[CH:22][C:17]([NH:16][C:6]2[C:5]([C:3]([OH:4])=[O:2])=[CH:14][C:9]3[C:10]([CH3:13])=[N:11][O:12][C:8]=3[C:7]=2[F:15])=[C:18]([Cl:24])[CH:19]=1, predict the reactants needed to synthesize it. The reactants are: C[O:2][C:3]([C:5]1[C:6]([NH:16][C:17]2[CH:22]=[CH:21][C:20]([Br:23])=[CH:19][C:18]=2[Cl:24])=[C:7]([F:15])[C:8]2[O:12][N:11]=[C:10]([CH3:13])[C:9]=2[CH:14]=1)=[O:4].[Li+].[OH-].Cl. (8) Given the product [CH:1]1([N:7]([CH2:17][CH:18]2[CH2:20][CH2:19]2)[C:8]2[N:13]=[CH:12][N:11]=[C:10]([C:14]([NH:30][C:27]3[CH:28]=[CH:29][C:24]([C:23]([O:22][CH3:21])=[O:32])=[C:25]([F:31])[CH:26]=3)=[O:16])[CH:9]=2)[CH2:2][CH2:3][CH2:4][CH2:5][CH2:6]1, predict the reactants needed to synthesize it. The reactants are: [CH:1]1([N:7]([CH2:17][CH:18]2[CH2:20][CH2:19]2)[C:8]2[N:13]=[CH:12][N:11]=[C:10]([C:14]([OH:16])=O)[CH:9]=2)[CH2:6][CH2:5][CH2:4][CH2:3][CH2:2]1.[CH3:21][O:22][C:23](=[O:32])[C:24]1[CH:29]=[CH:28][C:27]([NH2:30])=[CH:26][C:25]=1[F:31]. (9) Given the product [C:38]([O:37][C:35]([N:32]1[CH2:31][CH2:30][CH:29]([C:26]2[N:27]=[CH:28][C:23]([NH:22][C:14]3[N:13]=[C:12]([CH2:11][CH2:10][C:9]4[CH:42]=[CH:43][CH:44]=[CH:45][C:8]=4[CH2:7][C:6]([OH:46])=[O:5])[C:17]([C:18]([F:19])([F:20])[F:21])=[CH:16][N:15]=3)=[CH:24][CH:25]=2)[CH2:34][CH2:33]1)=[O:36])([CH3:41])([CH3:39])[CH3:40], predict the reactants needed to synthesize it. The reactants are: O[Li].O.C[O:5][C:6](=[O:46])[CH2:7][C:8]1[CH:45]=[CH:44][CH:43]=[CH:42][C:9]=1[CH2:10][CH2:11][C:12]1[C:17]([C:18]([F:21])([F:20])[F:19])=[CH:16][N:15]=[C:14]([NH:22][C:23]2[CH:24]=[CH:25][C:26]([CH:29]3[CH2:34][CH2:33][N:32]([C:35]([O:37][C:38]([CH3:41])([CH3:40])[CH3:39])=[O:36])[CH2:31][CH2:30]3)=[N:27][CH:28]=2)[N:13]=1.